From a dataset of Reaction yield outcomes from USPTO patents with 853,638 reactions. Predict the reaction yield, written as a fraction of the theoretical maximum amount of product (1.0 means a 100% yield; for example, 0.34 means a 34% yield). The reactants are Cl[C:2]1[C:3]2[C@H:10]([CH3:11])[CH2:9][CH2:8][C:4]=2[N:5]=[CH:6][N:7]=1.[OH:12][C:13]1[CH:18]=[CH:17][C:16](B(O)O)=[CH:15][CH:14]=1.C(=O)([O-])[O-].[Na+].[Na+]. The catalyst is C(O)(C)C.O.CCOC(C)=O.Cl[Pd](Cl)([P](C1C=CC=CC=1)(C1C=CC=CC=1)C1C=CC=CC=1)[P](C1C=CC=CC=1)(C1C=CC=CC=1)C1C=CC=CC=1. The product is [CH3:11][C@H:10]1[C:3]2[C:2]([C:16]3[CH:17]=[CH:18][C:13]([OH:12])=[CH:14][CH:15]=3)=[N:7][CH:6]=[N:5][C:4]=2[CH2:8][CH2:9]1. The yield is 0.870.